The task is: Predict which catalyst facilitates the given reaction.. This data is from Catalyst prediction with 721,799 reactions and 888 catalyst types from USPTO. Reactant: CN(C)C=O.Cl[C:7]1[CH:12]=[C:11]([O:13][CH2:14][C:15]#[C:16][CH3:17])[N:10]=[CH:9][N:8]=1.C(=O)([O-])[O-].[K+].[K+].[NH:24]1[CH2:29][CH2:28][CH2:27][CH2:26][CH2:25]1. Product: [CH2:14]([O:13][C:11]1[CH:12]=[C:7]([N:24]2[CH2:29][CH2:28][CH2:27][CH2:26][CH2:25]2)[N:8]=[CH:9][N:10]=1)[C:15]#[C:16][CH3:17]. The catalyst class is: 13.